From a dataset of Catalyst prediction with 721,799 reactions and 888 catalyst types from USPTO. Predict which catalyst facilitates the given reaction. (1) Reactant: [C:1]([O:5][C:6]([NH:8][C@H:9]([C:14]([OH:16])=O)[CH2:10][CH:11]([CH3:13])[CH3:12])=[O:7])([CH3:4])([CH3:3])[CH3:2].C(N1C=CN=C1)(N1C=CN=C1)=O.Cl.[CH3:30][NH:31][O:32][CH3:33].CCN(C(C)C)C(C)C. Product: [CH3:4][C:1]([O:5][C:6]([NH:8][C@H:9]([C:14]([N:31]([CH3:30])[O:32][CH3:33])=[O:16])[CH2:10][CH:11]([CH3:12])[CH3:13])=[O:7])([CH3:2])[CH3:3]. The catalyst class is: 118. (2) Reactant: [CH3:1][O:2][C:3]1[C:8]([C:9]2[N:10]=[C:11]3[CH:16]=[C:15]([CH3:17])[CH:14]=[CH:13][N:12]3[C:18]=2[C:19]2[CH:20]=[CH:21][C:22]([NH:38][C:39]([CH:41]([N:43](C)[C:44](=O)OC(C)(C)C)[CH3:42])=[O:40])=[N:23][C:24]=2[C:25]#[C:26][C:27]2[CH:28]=[C:29]3[C:34](=[CH:35][CH:36]=2)[C:33]([CH3:37])=[N:32][CH:31]=[CH:30]3)=[CH:7][CH:6]=[CH:5][N:4]=1.C(Cl)Cl.C(O)(C(F)(F)F)=O. Product: [CH3:1][O:2][C:3]1[C:8]([C:9]2[N:10]=[C:11]3[CH:16]=[C:15]([CH3:17])[CH:14]=[CH:13][N:12]3[C:18]=2[C:19]2[CH:20]=[CH:21][C:22]([NH:38][C:39](=[O:40])[CH:41]([NH:43][CH3:44])[CH3:42])=[N:23][C:24]=2[C:25]#[C:26][C:27]2[CH:28]=[C:29]3[C:34](=[CH:35][CH:36]=2)[C:33]([CH3:37])=[N:32][CH:31]=[CH:30]3)=[CH:7][CH:6]=[CH:5][N:4]=1. The catalyst class is: 11. (3) Reactant: [NH2:1][C:2]1[N:7]=[CH:6][C:5]([C:8]2[CH2:9][CH2:10][CH2:11][N:12](C(OC(C)(C)C)=O)[CH2:13][CH:14]=2)=[CH:4][C:3]=1[C:22]1[N:26]([C:27]2[CH:32]=[CH:31][CH:30]=[C:29]([F:33])[C:28]=2[F:34])[N:25]=[N:24][N:23]=1.C(O)(C(F)(F)F)=O. Product: [F:34][C:28]1[C:29]([F:33])=[CH:30][CH:31]=[CH:32][C:27]=1[N:26]1[C:22]([C:3]2[C:2]([NH2:1])=[N:7][CH:6]=[C:5]([C:8]3=[CH:14][CH2:13][NH:12][CH2:11][CH2:10][CH2:9]3)[CH:4]=2)=[N:23][N:24]=[N:25]1. The catalyst class is: 2. (4) Reactant: [OH:1][C:2]1[CH:11]=[C:10]2[C:5]([C:6]([O:12][C:13]3[CH:14]=[C:15]4[C:19](=[CH:20][CH:21]=3)[NH:18][CH:17]=[CH:16]4)=[N:7][CH:8]=[N:9]2)=[CH:4][C:3]=1[O:22][CH3:23].C(=O)([O-])[O-].[K+].[K+].[Br:30][CH2:31][CH2:32][CH2:33]Br. Product: [Br:30][CH2:31][CH2:32][CH2:33][O:1][C:2]1[CH:11]=[C:10]2[C:5]([C:6]([O:12][C:13]3[CH:14]=[C:15]4[C:19](=[CH:20][CH:21]=3)[NH:18][CH:17]=[CH:16]4)=[N:7][CH:8]=[N:9]2)=[CH:4][C:3]=1[O:22][CH3:23]. The catalyst class is: 3. (5) Reactant: [Cl:1][C:2]1[CH:3]=[C:4]([CH:7]=[CH:8][C:9]=1[Cl:10])[CH:5]=[O:6].[C:11]([O:15][CH3:16])(=[O:14])[CH:12]=[CH2:13].N12CCN(CC1)CC2. Product: [Cl:1][C:2]1[CH:3]=[C:4]([CH:5]([OH:6])[C:12](=[CH2:13])[C:11]([O:15][CH3:16])=[O:14])[CH:7]=[CH:8][C:9]=1[Cl:10]. The catalyst class is: 10.